Dataset: Peptide-MHC class II binding affinity with 134,281 pairs from IEDB. Task: Regression. Given a peptide amino acid sequence and an MHC pseudo amino acid sequence, predict their binding affinity value. This is MHC class II binding data. The peptide sequence is LGSGPDGDGQPSIND. The binding affinity (normalized) is 0.118. The MHC is DRB1_0101 with pseudo-sequence DRB1_0101.